This data is from Reaction yield outcomes from USPTO patents with 853,638 reactions. The task is: Predict the reaction yield, written as a fraction of the theoretical maximum amount of product (1.0 means a 100% yield; for example, 0.34 means a 34% yield). (1) The reactants are C(O[C:6](=O)[N:7]([C@H:9]([C:11](=[O:42])[NH:12][C@@H:13]([CH:36]1[CH2:41][CH2:40][CH2:39][CH2:38][CH2:37]1)[C:14]([N:16]1[CH2:20][CH2:19][CH2:18][C@H:17]1[C:21]1[CH:26]=[CH:25][CH:24]=[C:23]([N:27]([C:29]2[CH:34]=[CH:33][CH:32]=[CH:31][C:30]=2[F:35])[CH3:28])[N:22]=1)=[O:15])[CH3:10])C)(C)(C)C.C(O)(C(F)(F)F)=O. The catalyst is C(Cl)Cl. The product is [CH:36]1([C@H:13]([NH:12][C:11](=[O:42])[C@@H:9]([NH:7][CH3:6])[CH3:10])[C:14]([N:16]2[CH2:20][CH2:19][CH2:18][C@H:17]2[C:21]2[CH:26]=[CH:25][CH:24]=[C:23]([N:27]([C:29]3[CH:34]=[CH:33][CH:32]=[CH:31][C:30]=3[F:35])[CH3:28])[N:22]=2)=[O:15])[CH2:41][CH2:40][CH2:39][CH2:38][CH2:37]1. The yield is 0.670. (2) The product is [F:20][C:17]1[CH:18]=[CH:19][C:14]([C:8]2[C:7]3[C:11](=[CH:12][CH:13]=[C:5]([C:3]4[NH:30][C:25]([NH2:24])=[N:1][N:2]=4)[CH:6]=3)[NH:10][N:9]=2)=[CH:15][CH:16]=1. The catalyst is O.C(O)CCC. The yield is 0.0460. The reactants are [NH2:1][NH:2][C:3]([C:5]1[CH:6]=[C:7]2[C:11](=[CH:12][CH:13]=1)[NH:10][N:9]=[C:8]2[C:14]1[CH:19]=[CH:18][C:17]([F:20])=[CH:16][CH:15]=1)=O.CC1C=[C:25](C)[NH:24]N=1.C([N:30](CC)CC)C.